From a dataset of Full USPTO retrosynthesis dataset with 1.9M reactions from patents (1976-2016). Predict the reactants needed to synthesize the given product. (1) Given the product [C:1]1([NH:7][C:8](=[O:23])[CH:9]([C:17]2[S:21][N:20]=[C:19]([CH3:22])[N:18]=2)[CH2:10][CH2:11][CH2:12][CH2:13][CH2:14][C:15](=[NH:27])[NH:16][OH:26])[CH:6]=[CH:5][CH:4]=[CH:3][CH:2]=1, predict the reactants needed to synthesize it. The reactants are: [C:1]1([NH:7][C:8](=[O:23])[CH:9]([C:17]2[S:21][N:20]=[C:19]([CH3:22])[N:18]=2)[CH2:10][CH2:11][CH2:12][CH2:13][CH2:14][C:15]#[N:16])[CH:6]=[CH:5][CH:4]=[CH:3][CH:2]=1.CO.[OH2:26].[NH2:27]O.O. (2) Given the product [O:4]1[CH2:10][CH:9]([N:11]([C:12]([O:13][C:14]([CH3:17])([CH3:16])[CH3:15])=[O:18])[NH2:19])[CH2:8][O:7][CH2:6][CH2:5]1, predict the reactants needed to synthesize it. The reactants are: CNN.[O:4]1[CH2:10][CH:9]([N:11]([N:19]2C(=O)C3C(=CC=CC=3)C2=O)[C:12](=[O:18])[O:13][C:14]([CH3:17])([CH3:16])[CH3:15])[CH2:8][O:7][CH2:6][CH2:5]1. (3) Given the product [Br:2][C:3]1[CH:4]=[C:5]([CH:6]=[CH:7][CH:8]=1)[CH2:9][NH:10][C:18](=[NH:21])[CH:17]([O:22][CH2:23][CH3:24])[O:16][CH2:14][CH3:15], predict the reactants needed to synthesize it. The reactants are: Cl.[Br:2][C:3]1[CH:4]=[C:5]([CH2:9][NH2:10])[CH:6]=[CH:7][CH:8]=1.C[O-].[Na+].[CH2:14]([O:16][CH:17]([O:22][CH2:23][CH3:24])[C:18](=[NH:21])OC)[CH3:15]. (4) Given the product [Cl:1][C:2]1[CH:25]=[CH:24][C:5]([CH2:6][N:7]2[C:11]([CH2:26][OH:27])=[N:10][N:9]=[C:8]2[C@H:12]2[CH2:16][CH2:15][CH2:14][N:13]2[C:17]([O:19][C:20]([CH3:21])([CH3:22])[CH3:23])=[O:18])=[CH:4][CH:3]=1, predict the reactants needed to synthesize it. The reactants are: [Cl:1][C:2]1[CH:25]=[CH:24][C:5]([CH2:6][N:7]2[CH:11]=[N:10][N:9]=[C:8]2[C@H:12]2[CH2:16][CH2:15][CH2:14][N:13]2[C:17]([O:19][C:20]([CH3:23])([CH3:22])[CH3:21])=[O:18])=[CH:4][CH:3]=1.[CH2:26]=[O:27]. (5) Given the product [NH2:6][C:7]1[C:12]2=[C:13]([C:26]3[CH:31]=[CH:30][C:29]([NH:32][C:33]([NH:35][C:36]4[CH:41]=[C:40]([C:42]([F:45])([F:44])[F:43])[CH:39]=[CH:38][C:37]=4[F:46])=[O:34])=[CH:28][CH:27]=3)[C:14]([C:16]3[O:17][CH:18]=[C:19]([C:21]([O:23][CH2:24][CH3:25])=[O:22])[N:20]=3)=[CH:15][N:11]2[N:10]=[CH:9][N:8]=1, predict the reactants needed to synthesize it. The reactants are: C1COCC1.[NH2:6][C:7]1[C:12]2=[C:13]([C:26]3[CH:31]=[CH:30][C:29]([NH:32][C:33]([NH:35][C:36]4[CH:41]=[C:40]([C:42]([F:45])([F:44])[F:43])[CH:39]=[CH:38][C:37]=4[F:46])=[O:34])=[CH:28][CH:27]=3)[C:14]([C:16]3[O:17][CH2:18][CH:19]([C:21]([O:23][CH2:24][CH3:25])=[O:22])[N:20]=3)=[CH:15][N:11]2[N:10]=[CH:9][N:8]=1.C1CCN2C(=NCCC2)CC1.BrC(Cl)(Cl)Cl. (6) Given the product [CH2:15]([C:8]1[C:9]([F:14])=[CH:10][CH:11]=[C:12]([F:13])[C:7]=1[CH:6]=[O:19])[CH3:16], predict the reactants needed to synthesize it. The reactants are: C(/N=[CH:6]/[C:7]1[C:12]([F:13])=[CH:11][CH:10]=[C:9]([F:14])[C:8]=1[CH2:15][CH3:16])CCC.C(OCC)(=[O:19])C.CCCCCCC. (7) Given the product [CH:29]1([N:27]([CH3:28])[CH:21]2[CH2:20][CH2:19][C:18]([CH3:32])([CH3:33])[C:17]3[CH:16]=[C:15]([C:14]#[C:13][C:10]4[CH:9]=[CH:8][C:7]([C:4]([CH3:6])([CH3:5])[C:3]([OH:34])=[O:2])=[CH:12][CH:11]=4)[CH:24]=[C:23]([CH2:25][CH3:26])[C:22]2=3)[CH2:30][CH2:31]1, predict the reactants needed to synthesize it. The reactants are: C[O:2][C:3](=[O:34])[C:4]([C:7]1[CH:12]=[CH:11][C:10]([C:13]#[C:14][C:15]2[CH:24]=[C:23]([CH2:25][CH3:26])[C:22]3[CH:21]([N:27]([CH:29]4[CH2:31][CH2:30]4)[CH3:28])[CH2:20][CH2:19][C:18]([CH3:33])([CH3:32])[C:17]=3[CH:16]=2)=[CH:9][CH:8]=1)([CH3:6])[CH3:5].[OH-].[K+].[Cl-].[NH4+]. (8) Given the product [CH:20]12[CH2:25][CH:23]([CH:22]=[CH:21]1)[CH2:24][CH:19]2[C:17]([O:16][CH2:15][CH2:14][O:13][Si:8]1([CH3:10])[O:9][SiH:2]([CH3:1])[O:3][SiH:4]([CH3:12])[O:5][SiH:6]([CH3:11])[O:7]1)=[O:18], predict the reactants needed to synthesize it. The reactants are: [CH3:1][SiH:2]1[O:9][SiH:8]([CH3:10])[O:7][SiH:6]([CH3:11])[O:5][SiH:4]([CH3:12])[O:3]1.[OH:13][CH2:14][CH2:15][O:16][C:17]([CH:19]1[CH2:24][CH:23]2[CH2:25][CH:20]1[CH:21]=[CH:22]2)=[O:18].C1C=CC=CC=1.